This data is from Full USPTO retrosynthesis dataset with 1.9M reactions from patents (1976-2016). The task is: Predict the reactants needed to synthesize the given product. (1) Given the product [OH:27][CH2:26][C:11]1[S:10][C:18]2[CH2:17][CH2:16][N:15]([C:19]([O:21][C:22]([CH3:25])([CH3:24])[CH3:23])=[O:20])[CH2:14][C:13]=2[CH:12]=1, predict the reactants needed to synthesize it. The reactants are: CC(C[AlH]CC(C)C)C.[S:10]1[C:18]2[CH2:17][CH2:16][N:15]([C:19]([O:21][C:22]([CH3:25])([CH3:24])[CH3:23])=[O:20])[CH2:14][C:13]=2[CH:12]=[C:11]1[C:26](OC)=[O:27].CO.[Cl-].[Na+]. (2) The reactants are: [Br:1][C:2]1[CH:8]=[C:7]([F:9])[CH:6]=[CH:5][C:3]=1[NH2:4].[N:10]([O-])=O.[Na+].Cl[Sn]Cl.Cl. Given the product [Br:1][C:2]1[CH:8]=[C:7]([F:9])[CH:6]=[CH:5][C:3]=1[NH:4][NH2:10], predict the reactants needed to synthesize it.